From a dataset of Forward reaction prediction with 1.9M reactions from USPTO patents (1976-2016). Predict the product of the given reaction. (1) Given the reactants [Br:1][C:2]1[CH:7]=[C:6]([F:8])[CH:5]=[CH:4][C:3]=1[CH:9]1[C:14]([C:15]([O:17][CH2:18][CH3:19])=[O:16])=[C:13]([CH2:20]Br)[NH:12][C:11]([C:22]2[N:26]=[CH:25][N:24]([CH3:27])[N:23]=2)=[N:10]1.Cl.[NH:29]1[CH2:34][CH2:33][O:32][CH:31]([CH2:35][C:36]([OH:38])=[O:37])[CH2:30]1, predict the reaction product. The product is: [Br:1][C:2]1[CH:7]=[C:6]([F:8])[CH:5]=[CH:4][C:3]=1[CH:9]1[N:10]=[C:11]([C:22]2[N:26]=[CH:25][N:24]([CH3:27])[N:23]=2)[NH:12][C:13]([CH2:20][N:29]2[CH2:34][CH2:33][O:32][CH:31]([CH2:35][C:36]([OH:38])=[O:37])[CH2:30]2)=[C:14]1[C:15]([O:17][CH2:18][CH3:19])=[O:16]. (2) Given the reactants [N:1]1[C:8](Cl)=[N:7][C:5](Cl)=[N:4][C:2]=1Cl.C([N:13](CC)[CH:14]([CH3:16])[CH3:15])(C)C.[F:19][C:20]1C=C(C=[CH:26][C:27]=1N)OC.[CH:29]1([NH2:36])[CH2:35][CH2:34][CH2:33][CH2:32][CH2:31][CH2:30]1.[CH3:37][N:38]1[CH2:43][CH2:42][CH:41]([NH:44][CH3:45])[CH2:40][CH2:39]1.[C:46](=[O:49])(O)[O-].[Na+], predict the reaction product. The product is: [CH:29]1([NH:36][C:2]2[N:4]=[C:5]([NH:13][C:14]3[CH:15]=[CH:26][C:27]([O:49][CH3:46])=[C:20]([F:19])[CH:16]=3)[N:7]=[C:8]([N:44]([CH3:45])[CH:41]3[CH2:42][CH2:43][N:38]([CH3:37])[CH2:39][CH2:40]3)[N:1]=2)[CH2:35][CH2:34][CH2:33][CH2:32][CH2:31][CH2:30]1. (3) Given the reactants [Cl:1][C:2]1[CH:3]=[C:4]2[C:8](=[CH:9][CH:10]=1)[N:7]([C:11]([C:13]1[CH:14]=[C:15]3[C:20](=[CH:21][C:22]=1[CH3:23])[N:19]1[C:24]([C@H:27]4[CH2:32][CH2:31][C@H:30]([C:33]([O:35]CC5C=CC=CC=5)=[O:34])[CH2:29][CH2:28]4)=[N:25][CH:26]=[C:18]1[C:17](=[O:43])[NH:16]3)=[O:12])[CH2:6][CH2:5]2.[OH-].[Na+].Cl, predict the reaction product. The product is: [Cl:1][C:2]1[CH:3]=[C:4]2[C:8](=[CH:9][CH:10]=1)[N:7]([C:11]([C:13]1[CH:14]=[C:15]3[C:20](=[CH:21][C:22]=1[CH3:23])[N:19]1[C:24]([C@H:27]4[CH2:28][CH2:29][C@H:30]([C:33]([OH:35])=[O:34])[CH2:31][CH2:32]4)=[N:25][CH:26]=[C:18]1[C:17](=[O:43])[NH:16]3)=[O:12])[CH2:6][CH2:5]2.